From a dataset of Merck oncology drug combination screen with 23,052 pairs across 39 cell lines. Regression. Given two drug SMILES strings and cell line genomic features, predict the synergy score measuring deviation from expected non-interaction effect. (1) Drug 1: COc1cccc2c1C(=O)c1c(O)c3c(c(O)c1C2=O)CC(O)(C(=O)CO)CC3OC1CC(N)C(O)C(C)O1. Drug 2: O=C(O)C1(Cc2cccc(Nc3nccs3)n2)CCC(Oc2cccc(Cl)c2F)CC1. Cell line: COLO320DM. Synergy scores: synergy=-15.1. (2) Drug 1: CCC1(O)CC2CN(CCc3c([nH]c4ccccc34)C(C(=O)OC)(c3cc4c(cc3OC)N(C)C3C(O)(C(=O)OC)C(OC(C)=O)C5(CC)C=CCN6CCC43C65)C2)C1. Drug 2: C=CCn1c(=O)c2cnc(Nc3ccc(N4CCN(C)CC4)cc3)nc2n1-c1cccc(C(C)(C)O)n1. Cell line: NCIH460. Synergy scores: synergy=-9.21. (3) Drug 1: O=C(O)C1(Cc2cccc(Nc3nccs3)n2)CCC(Oc2cccc(Cl)c2F)CC1. Drug 2: Cn1c(=O)n(-c2ccc(C(C)(C)C#N)cc2)c2c3cc(-c4cnc5ccccc5c4)ccc3ncc21. Cell line: A2780. Synergy scores: synergy=18.9.